This data is from Peptide-MHC class I binding affinity with 185,985 pairs from IEDB/IMGT. The task is: Regression. Given a peptide amino acid sequence and an MHC pseudo amino acid sequence, predict their binding affinity value. This is MHC class I binding data. The peptide sequence is YVAVVPLVY. The MHC is HLA-B58:01 with pseudo-sequence HLA-B58:01. The binding affinity (normalized) is 0.711.